From a dataset of Forward reaction prediction with 1.9M reactions from USPTO patents (1976-2016). Predict the product of the given reaction. Given the reactants [NH2:1][C:2]1[S:3][CH2:4][C@@:5]2([N:22]=1)[C:18]1[CH:17]=[C:16](O)[CH:15]=[C:14]([F:20])[C:13]=1[O:12][C:11]1[C:6]2=[CH:7][C:8](Br)=[CH:9][CH:10]=1.[F:23][C:24]1[C:29](B(O)O)=[CH:28][CH:27]=[CH:26][N:25]=1.Cl.[F:34][C:35]1([F:41])[CH2:40][CH2:39][NH:38][CH2:37][CH2:36]1, predict the reaction product. The product is: [F:34][C:35]1([F:41])[CH2:40][CH2:39][N:38]([C:16]2[CH:15]=[C:14]([F:20])[C:13]3[O:12][C:11]4[C:6](=[CH:7][C:8]([C:29]5[C:24]([F:23])=[N:25][CH:26]=[CH:27][CH:28]=5)=[CH:9][CH:10]=4)[C@@:5]4([CH2:4][S:3][C:2]([NH2:1])=[N:22]4)[C:18]=3[CH:17]=2)[CH2:37][CH2:36]1.